Dataset: Forward reaction prediction with 1.9M reactions from USPTO patents (1976-2016). Task: Predict the product of the given reaction. (1) Given the reactants C=O.[NH:3]1[CH2:8][CH2:7][O:6][CH2:5][CH2:4]1.[CH2:9]([C:11]1[C:33]([F:34])=[CH:32][C:14]([O:15][C:16]2[CH:30]=[CH:29][C:19]([C:20]([N:22]3[CH2:27][CH2:26][NH:25][C:24](=[O:28])[CH2:23]3)=[O:21])=[CH:18][C:17]=2[F:31])=[C:13]([OH:35])[CH:12]=1)[CH3:10].[C:36](OCC)(=O)C, predict the reaction product. The product is: [CH2:9]([C:11]1[C:33]([F:34])=[CH:32][C:14]([O:15][C:16]2[CH:30]=[CH:29][C:19]([C:20]([N:22]3[CH2:27][CH2:26][N:25]([CH2:36][N:3]4[CH2:8][CH2:7][O:6][CH2:5][CH2:4]4)[C:24](=[O:28])[CH2:23]3)=[O:21])=[CH:18][C:17]=2[F:31])=[C:13]([OH:35])[CH:12]=1)[CH3:10]. (2) The product is: [CH2:11]([O:10][C:8]([N:5]1[CH2:4][CH2:3][C:2]([OH:1])([C:20]([F:23])([F:22])[F:21])[CH2:7][CH2:6]1)=[O:9])[C:12]1[CH:17]=[CH:16][CH:15]=[CH:14][CH:13]=1. Given the reactants [O:1]=[C:2]1[CH2:7][CH2:6][N:5]([C:8]([O:10][CH2:11][C:12]2[CH:17]=[CH:16][CH:15]=[CH:14][CH:13]=2)=[O:9])[CH2:4][CH2:3]1.C[Si](C)(C)[C:20]([F:23])([F:22])[F:21].CCCC[N+](CCCC)(CCCC)CCCC.[F-], predict the reaction product. (3) Given the reactants [C:1]([N:4]1[CH2:11][CH2:10][C:9](=[O:12])[NH:8][CH2:7][C:6]2[CH:13]=[C:14]([NH2:17])[CH:15]=[CH:16][C:5]1=2)(=[O:3])[CH3:2].Cl[C:19]1[N:24]=[C:23]([NH:25][C:26]2[C:35]([F:36])=[CH:34][CH:33]=[CH:32][C:27]=2[C:28]([NH:30][CH3:31])=[O:29])[C:22]([Cl:37])=[CH:21][N:20]=1, predict the reaction product. The product is: [C:1]([N:4]1[CH2:11][CH2:10][C:9](=[O:12])[NH:8][CH2:7][C:6]2[CH:13]=[C:14]([NH:17][C:19]3[N:24]=[C:23]([NH:25][C:26]4[C:35]([F:36])=[CH:34][CH:33]=[CH:32][C:27]=4[C:28]([NH:30][CH3:31])=[O:29])[C:22]([Cl:37])=[CH:21][N:20]=3)[CH:15]=[CH:16][C:5]1=2)(=[O:3])[CH3:2]. (4) Given the reactants [CH3:1][C:2]1([CH3:12])[CH2:7][NH:6][C:5]2[CH:8]=[CH:9][CH:10]=[CH:11][C:4]=2[O:3]1.[F:13][C:14]([F:25])([F:24])[C:15](O[C:15](=[O:16])[C:14]([F:25])([F:24])[F:13])=[O:16].C(N(CC)CC)C, predict the reaction product. The product is: [CH3:1][C:2]1([CH3:12])[CH2:7][N:6]([C:15](=[O:16])[C:14]([F:25])([F:24])[F:13])[C:5]2[CH:8]=[CH:9][CH:10]=[CH:11][C:4]=2[O:3]1.